Dataset: P-glycoprotein inhibition data for predicting drug efflux from Broccatelli et al.. Task: Regression/Classification. Given a drug SMILES string, predict its absorption, distribution, metabolism, or excretion properties. Task type varies by dataset: regression for continuous measurements (e.g., permeability, clearance, half-life) or binary classification for categorical outcomes (e.g., BBB penetration, CYP inhibition). Dataset: pgp_broccatelli. (1) The drug is CNC(=O)O/N=C/C(C)(C)SC. The result is 0 (non-inhibitor). (2) The compound is CCCCOc1ccc(C(=O)Nc2ccc3nc(SCc4c(C)cc(C)c(C(C)=O)c4C)sc3c2)cc1. The result is 1 (inhibitor). (3) The molecule is CC#C[C@@]1(O)CC[C@@H]2[C@H]3CCC4=CC(=O)CCC4=C3[C@@H](c3ccc(N(C)C)cc3)C[C@]21C. The result is 1 (inhibitor). (4) The compound is COc1cc2c(cc1OC)CN(CCNC(=O)c1cc(Cl)ccc1NC(=O)c1ccc(C(C)C)cc1)CC2. The result is 1 (inhibitor). (5) The molecule is Cc1ccc(Cl)c(Nc2ccccc2C(=O)O)c1Cl. The result is 0 (non-inhibitor).